The task is: Regression. Given two drug SMILES strings and cell line genomic features, predict the synergy score measuring deviation from expected non-interaction effect.. This data is from NCI-60 drug combinations with 297,098 pairs across 59 cell lines. (1) Drug 1: CC1=C(C=C(C=C1)NC2=NC=CC(=N2)N(C)C3=CC4=NN(C(=C4C=C3)C)C)S(=O)(=O)N.Cl. Drug 2: C1=NC2=C(N1)C(=S)N=CN2. Cell line: UACC-257. Synergy scores: CSS=1.51, Synergy_ZIP=-5.67, Synergy_Bliss=-10.4, Synergy_Loewe=-19.2, Synergy_HSA=-11.3. (2) Drug 1: CCN(CC)CCCC(C)NC1=C2C=C(C=CC2=NC3=C1C=CC(=C3)Cl)OC. Drug 2: CCC1(C2=C(COC1=O)C(=O)N3CC4=CC5=C(C=CC(=C5CN(C)C)O)N=C4C3=C2)O.Cl. Cell line: SF-295. Synergy scores: CSS=58.2, Synergy_ZIP=-3.63, Synergy_Bliss=-0.0923, Synergy_Loewe=-20.3, Synergy_HSA=2.21.